This data is from Forward reaction prediction with 1.9M reactions from USPTO patents (1976-2016). The task is: Predict the product of the given reaction. Given the reactants [Cl:1][C:2]1[C:3](=[O:17])[N:4]=[C:5]([C:9]2[CH:14]=[CH:13][CH:12]=[CH:11][C:10]=2[O:15][CH3:16])[NH:6][C:7]=1[CH3:8].[H-].[Li+].Br[CH2:21][CH2:22][C:23]1[CH:28]=[CH:27][CH:26]=[CH:25][CH:24]=1, predict the reaction product. The product is: [Cl:1][C:2]1[C:3](=[O:17])[N:4]([CH2:21][CH2:22][C:23]2[CH:28]=[CH:27][CH:26]=[CH:25][CH:24]=2)[C:5]([C:9]2[CH:14]=[CH:13][CH:12]=[CH:11][C:10]=2[O:15][CH3:16])=[N:6][C:7]=1[CH3:8].